Regression. Given a peptide amino acid sequence and an MHC pseudo amino acid sequence, predict their binding affinity value. This is MHC class I binding data. From a dataset of Peptide-MHC class I binding affinity with 185,985 pairs from IEDB/IMGT. (1) The peptide sequence is LITKLILSI. The MHC is HLA-A32:01 with pseudo-sequence HLA-A32:01. The binding affinity (normalized) is 0.242. (2) The peptide sequence is MEKTHNLMA. The MHC is HLA-B15:42 with pseudo-sequence HLA-B15:42. The binding affinity (normalized) is 0.213. (3) The peptide sequence is FHGIFYSIF. The MHC is HLA-A02:01 with pseudo-sequence HLA-A02:01. The binding affinity (normalized) is 0.0847. (4) The peptide sequence is KEGKLQCRI. The MHC is HLA-A02:19 with pseudo-sequence HLA-A02:19. The binding affinity (normalized) is 0.0847. (5) The peptide sequence is RVVDLYIGR. The MHC is HLA-B46:01 with pseudo-sequence HLA-B46:01. The binding affinity (normalized) is 0.0847. (6) The peptide sequence is MVHIYFVSL. The MHC is HLA-B08:01 with pseudo-sequence HLA-B08:01. The binding affinity (normalized) is 0.972. (7) The peptide sequence is HPDIVIYQY. The MHC is HLA-A11:01 with pseudo-sequence HLA-A11:01. The binding affinity (normalized) is 0.0273.